From a dataset of KCNQ2 potassium channel screen with 302,405 compounds. Binary Classification. Given a drug SMILES string, predict its activity (active/inactive) in a high-throughput screening assay against a specified biological target. (1) The molecule is S(CC(OCC(=O)N1CCC(CC1)C(OC)=O)=O)c1c([N+]([O-])=O)cc(cc1)C(=O)N. The result is 0 (inactive). (2) The compound is s1c2CC(C(C)(C)C)CCc2c2c1[nH]c(=S)n(c2=O)C. The result is 1 (active). (3) The compound is O=C(NCCCn1ccnc1)Cc1ccc(cc1)C. The result is 0 (inactive).